From a dataset of Catalyst prediction with 721,799 reactions and 888 catalyst types from USPTO. Predict which catalyst facilitates the given reaction. (1) Reactant: [SH-:1].[Na+].O.O.O.O.O.O.[Cl-].[Mg+2].[Cl-].[Br:12][C:13]1[CH:20]=[CH:19][C:16]([C:17]#[N:18])=[C:15]([CH3:21])[CH:14]=1. Product: [Br:12][C:13]1[CH:20]=[CH:19][C:16]([C:17]([NH2:18])=[S:1])=[C:15]([CH3:21])[CH:14]=1. The catalyst class is: 9. (2) Reactant: Br[C:2]1[CH:14]=[CH:13][C:12]2[C:11]3[C:6](=[CH:7][C:8](Br)=[CH:9][CH:10]=3)[C:5]([CH2:18][CH3:19])([CH2:16][CH3:17])[C:4]=2[CH:3]=1.[CH2:20]([O:28][C:29]1[CH:34]=[CH:33][C:32]([C:35]2[CH:40]=[CH:39][C:38](B(O)O)=[CH:37][CH:36]=2)=[CH:31][CH:30]=1)[CH2:21][CH2:22][CH2:23][CH2:24][CH2:25][CH2:26][CH3:27].C(=O)([O-])[O-].[Na+].[Na+].CO[CH2:52][CH2:53][O:54][CH3:55]. Product: [CH2:16]([C:5]1([CH2:18][CH3:19])[C:4]2[CH:3]=[C:2]([C:38]3[CH:39]=[CH:40][C:35]([C:32]4[CH:33]=[CH:34][C:29]([O:28][CH2:20][CH2:21][CH2:22][CH2:23][CH2:24][CH2:25][CH2:26][CH3:27])=[CH:30][CH:31]=4)=[CH:36][CH:37]=3)[CH:14]=[CH:13][C:12]=2[C:11]2[C:6]1=[CH:7][C:8]([C:29]1[CH:30]=[CH:31][C:32]([C:35]3[CH:36]=[CH:37][C:53]([O:54][CH2:55][CH2:26][CH2:25][CH2:24][CH2:23][CH2:22][CH2:21][CH3:20])=[CH:52][CH:40]=3)=[CH:33][CH:34]=1)=[CH:9][CH:10]=2)[CH3:17]. The catalyst class is: 103. (3) The catalyst class is: 59. Product: [Cl:1][C:2]1[C:3]([NH:18][CH:19]2[CH2:26][CH:22]3[CH2:23][N:24]([C:30](=[O:31])[CH2:29][C:27]#[N:28])[CH2:25][CH:21]3[CH2:20]2)=[N:4][C:5]([NH:8][C:9]2[CH:10]=[N:11][N:12]([CH2:14][CH:15]3[CH2:17][CH2:16]3)[CH:13]=2)=[N:6][CH:7]=1. Reactant: [Cl:1][C:2]1[C:3]([NH:18][CH:19]2[CH2:26][CH:22]3[CH2:23][NH:24][CH2:25][CH:21]3[CH2:20]2)=[N:4][C:5]([NH:8][C:9]2[CH:10]=[N:11][N:12]([CH2:14][CH:15]3[CH2:17][CH2:16]3)[CH:13]=2)=[N:6][CH:7]=1.[C:27]([CH2:29][C:30](O)=[O:31])#[N:28].CN(C(ON1N=NC2C=CC=NC1=2)=[N+](C)C)C.F[P-](F)(F)(F)(F)F.CCN(CC)CC.